Dataset: Retrosynthesis with 50K atom-mapped reactions and 10 reaction types from USPTO. Task: Predict the reactants needed to synthesize the given product. (1) Given the product O=C(Cc1ccc(O)c(Br)c1)N/N=C1\C(=O)Nc2ccccc21, predict the reactants needed to synthesize it. The reactants are: NNC(=O)Cc1ccc(O)c(Br)c1.O=C1Nc2ccccc2C1=O. (2) Given the product O=C1c2cc3cc(O)ccc3n2CC1CC1CCN(Cc2ccccc2)CC1, predict the reactants needed to synthesize it. The reactants are: COc1ccc2c(c1)cc1n2CC(CC2CCN(Cc3ccccc3)CC2)C1=O. (3) Given the product O=C(N[C@H]1CCCNCC1)N1CC[C@@H]2[C@H]1C(=O)N2S(=O)(=O)O, predict the reactants needed to synthesize it. The reactants are: O=C(OCc1ccccc1)N1CCC[C@H](NC(=O)N2CC[C@@H]3[C@H]2C(=O)N3S(=O)(=O)O)CC1. (4) Given the product O=C(O)c1nc2ccccc2n(Cc2ccccc2)c1=O, predict the reactants needed to synthesize it. The reactants are: CCOC(=O)c1nc2ccccc2n(Cc2ccccc2)c1=O. (5) Given the product O=C(Nc1ccc(C(F)(F)F)cc1)C12CC3CC(CC(C3)C1)C2, predict the reactants needed to synthesize it. The reactants are: Nc1ccc(C(F)(F)F)cc1.O=C(O)C12CC3CC(CC(C3)C1)C2. (6) Given the product CC(C(=O)O)c1ccc(N2CCOC2=O)cc1, predict the reactants needed to synthesize it. The reactants are: CC(C(=O)O)c1ccc(NC(=O)OCCCl)cc1. (7) Given the product O=S(=O)(Nc1ncc(Cl)nc1Cl)c1cccc(Cl)c1Cl, predict the reactants needed to synthesize it. The reactants are: Nc1ncc(Cl)nc1Cl.O=S(=O)(Cl)c1cccc(Cl)c1Cl. (8) Given the product Cc1ccc(OCc2ccc(F)cc2)c(-c2ccc(C)n2-c2cc(C(=O)O)cc(N3CCCC3=O)c2)c1, predict the reactants needed to synthesize it. The reactants are: COC(=O)c1cc(N2CCCC2=O)cc(-n2c(C)ccc2-c2cc(C)ccc2OCc2ccc(F)cc2)c1. (9) The reactants are: Cc1cc(C(=O)O)ccc1C(=O)N1CCCC1.N[C@@H](CCCCNC(=O)OCc1ccccc1)c1nc2cc(Cl)ccc2[nH]1. Given the product Cc1cc(C(=O)N[C@@H](CCCCNC(=O)OCc2ccccc2)c2nc3cc(Cl)ccc3[nH]2)ccc1C(=O)N1CCCC1, predict the reactants needed to synthesize it.